The task is: Predict which catalyst facilitates the given reaction.. This data is from Catalyst prediction with 721,799 reactions and 888 catalyst types from USPTO. (1) Reactant: [F:1][C:2]1[CH:3]=[C:4]([NH:9][C:10]2[CH:15]=[CH:14][CH:13]=[CH:12][CH:11]=2)[C:5]([NH2:8])=[CH:6][CH:7]=1.[CH2:16]([O:23][C@H:24]([CH3:37])[C@H:25]([NH:29][C:30]([O:32][C:33]([CH3:36])([CH3:35])[CH3:34])=[O:31])[C:26](O)=[O:27])[C:17]1[CH:22]=[CH:21][CH:20]=[CH:19][CH:18]=1.C1C=NC2N(O)N=NC=2C=1.CN1CCOCC1.Cl.CN(C)CCCN=C=NCC. Product: [C:33]([O:32][C:30](=[O:31])[NH:29][C@H:25]([C:26](=[O:27])[NH:8][C:5]1[CH:6]=[CH:7][C:2]([F:1])=[CH:3][C:4]=1[NH:9][C:10]1[CH:15]=[CH:14][CH:13]=[CH:12][CH:11]=1)[C@H:24]([O:23][CH2:16][C:17]1[CH:18]=[CH:19][CH:20]=[CH:21][CH:22]=1)[CH3:37])([CH3:35])([CH3:34])[CH3:36]. The catalyst class is: 2. (2) Reactant: [Br:1][C:2]1[CH:3]=[C:4]([CH:9]=[C:10](/[CH:13]=[CH:14]/[CH2:15][O:16][CH3:17])[C:11]=1[CH3:12])[C:5]([O:7][CH3:8])=[O:6]. Product: [Br:1][C:2]1[CH:3]=[C:4]([CH:9]=[C:10]([CH2:13][CH2:14][CH2:15][O:16][CH3:17])[C:11]=1[CH3:12])[C:5]([O:7][CH3:8])=[O:6]. The catalyst class is: 11. (3) Reactant: [Cl:1][C:2]1[CH:3]=[C:4]([C:8]2[O:12][N:11]=[C:10]([CH:13]([OH:15])[CH3:14])[CH:9]=2)[CH:5]=[CH:6][CH:7]=1.[C:16](OC=C)(=[O:18])[CH3:17]. Product: [C:16]([O:15][C@@H:13]([C:10]1[CH:9]=[C:8]([C:4]2[CH:5]=[CH:6][CH:7]=[C:2]([Cl:1])[CH:3]=2)[O:12][N:11]=1)[CH3:14])(=[O:18])[CH3:17]. The catalyst class is: 11. (4) Reactant: [C:1]([O:20][CH2:21][CH2:22][O:23][CH2:24][CH2:25][O:26][CH2:27][CH:28]([OH:56])[CH2:29][O:30][CH2:31][CH2:32][O:33][CH2:34][CH2:35][O:36][C:37]([C:50]1[CH:55]=[CH:54][CH:53]=[CH:52][CH:51]=1)([C:44]1[CH:49]=[CH:48][CH:47]=[CH:46][CH:45]=1)[C:38]1[CH:43]=[CH:42][CH:41]=[CH:40][CH:39]=1)([C:14]1[CH:19]=[CH:18][CH:17]=[CH:16][CH:15]=1)([C:8]1[CH:13]=[CH:12][CH:11]=[CH:10][CH:9]=1)[C:2]1[CH:7]=[CH:6][CH:5]=[CH:4][CH:3]=1.C([N:60](C(C)C)CC)(C)C.[CH:66]([N:69]([CH:77]([CH3:79])[CH3:78])[P:70](Cl)[O:71]CCC#N)([CH3:68])[CH3:67].C([O-])(O)=O.[Na+].[CH2:85]1[CH2:89]OC[CH2:86]1. Product: [C:86]([CH2:85][CH2:89][PH:70]([O:56][CH:28]([CH2:27][O:26][CH2:25][CH2:24][O:23][CH2:22][CH2:21][O:20][C:1]([C:14]1[CH:19]=[CH:18][CH:17]=[CH:16][CH:15]=1)([C:2]1[CH:3]=[CH:4][CH:5]=[CH:6][CH:7]=1)[C:8]1[CH:9]=[CH:10][CH:11]=[CH:12][CH:13]=1)[CH2:29][O:30][CH2:31][CH2:32][O:33][CH2:34][CH2:35][O:36][C:37]([C:50]1[CH:51]=[CH:52][CH:53]=[CH:54][CH:55]=1)([C:38]1[CH:39]=[CH:40][CH:41]=[CH:42][CH:43]=1)[C:44]1[CH:49]=[CH:48][CH:47]=[CH:46][CH:45]=1)([N:69]([CH:66]([CH3:67])[CH3:68])[CH:77]([CH3:78])[CH3:79])[OH:71])#[N:60]. The catalyst class is: 852. (5) Reactant: [Cl:1][C:2]1[CH:7]=[C:6]([F:8])[C:5]([N:9]2[C:14](=[O:15])[CH:13]=[C:12]([C:16]([F:19])([F:18])[F:17])[N:11]([CH3:20])[C:10]2=[O:21])=[C:4]([N+:22]([O-])=O)[C:3]=1[O:25][CH3:26].O. Product: [NH2:22][C:4]1[C:3]([O:25][CH3:26])=[C:2]([Cl:1])[CH:7]=[C:6]([F:8])[C:5]=1[N:9]1[C:14](=[O:15])[CH:13]=[C:12]([C:16]([F:19])([F:18])[F:17])[N:11]([CH3:20])[C:10]1=[O:21]. The catalyst class is: 180. (6) Reactant: [OH:1][C:2]1[C:7]([C:8](=[O:19])[CH:9]=[CH:10][C:11]2[CH:16]=[CH:15][C:14]([O:17][CH3:18])=[CH:13][CH:12]=2)=[C:6]([O:20][CH3:21])[C:5]([O:22][CH3:23])=[C:4]([O:24][CH3:25])[CH:3]=1.II. Product: [CH3:18][O:17][C:14]1[CH:13]=[CH:12][C:11]([C:10]2[O:1][C:2]3[C:7]([C:8](=[O:19])[CH:9]=2)=[C:6]([O:20][CH3:21])[C:5]([O:22][CH3:23])=[C:4]([O:24][CH3:25])[CH:3]=3)=[CH:16][CH:15]=1. The catalyst class is: 16. (7) Product: [CH2:17]([O:16][C:9]([C:10]1[C:6]2[C:5]([CH3:7])=[N:4][NH:3][C:2]=2[N:1]=[C:19]([OH:21])[CH:20]=1)=[O:15])[CH3:18]. The catalyst class is: 33. Reactant: [NH2:1][C:2]1[CH:6]=[C:5]([CH3:7])[NH:4][N:3]=1.[Na].[C:9]([O:16][CH2:17][CH3:18])(=[O:15])[C:10](OCC)=O.[C:19](O)(=[O:21])[CH3:20].